From a dataset of Forward reaction prediction with 1.9M reactions from USPTO patents (1976-2016). Predict the product of the given reaction. (1) Given the reactants [Cl:1][C:2]1[CH:7]=[CH:6][CH:5]=[C:4]([Cl:8])[C:3]=1[N:9]1[C:18]2[C:13](=[C:14]([C:29]3[CH:34]=[CH:33][CH:32]=[CH:31][C:30]=3[Cl:35])[CH:15]=[C:16]([CH:19]3[CH2:28][CH2:27][C:22]4([O:26][CH2:25][CH2:24][O:23]4)[CH2:21][CH2:20]3)[CH:17]=2)[CH2:12][NH:11][C:10]1=[O:36].[H-].[Na+].[CH3:39][O:40][C:41]1[CH:48]=[CH:47][C:44]([CH2:45]Cl)=[CH:43][CH:42]=1, predict the reaction product. The product is: [Cl:8][C:4]1[CH:5]=[CH:6][CH:7]=[C:2]([Cl:1])[C:3]=1[N:9]1[C:18]2[C:13](=[C:14]([C:29]3[CH:34]=[CH:33][CH:32]=[CH:31][C:30]=3[Cl:35])[CH:15]=[C:16]([CH:19]3[CH2:28][CH2:27][C:22]4([O:26][CH2:25][CH2:24][O:23]4)[CH2:21][CH2:20]3)[CH:17]=2)[CH2:12][N:11]([CH2:45][C:44]2[CH:47]=[CH:48][C:41]([O:40][CH3:39])=[CH:42][CH:43]=2)[C:10]1=[O:36]. (2) Given the reactants [NH:1]1[C:10]2[C:5](=[CH:6][CH:7]=[CH:8][CH:9]=2)[CH2:4][CH2:3][CH2:2]1.[S:11]1[C:15]2[CH:16]=[CH:17][CH:18]=[CH:19][C:14]=2[N:13]=[C:12]1[O:20][CH2:21][C:22](O)=[O:23], predict the reaction product. The product is: [S:11]1[C:15]2[CH:16]=[CH:17][CH:18]=[CH:19][C:14]=2[N:13]=[C:12]1[O:20][CH2:21][C:22]([N:1]1[C:10]2[C:5](=[CH:6][CH:7]=[CH:8][CH:9]=2)[CH2:4][CH2:3][CH2:2]1)=[O:23]. (3) Given the reactants Cl[C:2]1[CH:7]=[CH:6][C:5]([C:8]([F:11])([F:10])[F:9])=[CH:4][N:3]=1.[CH3:12][CH:13]1[CH2:18][NH:17][CH2:16][CH2:15][NH:14]1.C(N(CC)CC)C, predict the reaction product. The product is: [CH3:12][CH:13]1[NH:14][CH2:15][CH2:16][N:17]([C:2]2[CH:7]=[CH:6][C:5]([C:8]([F:11])([F:10])[F:9])=[CH:4][N:3]=2)[CH2:18]1. (4) Given the reactants [Cl:1][C:2]1[CH:7]=[C:6]([Cl:8])[CH:5]=[CH:4][C:3]=1[CH2:9][NH:10][C:11]([CH:13]1[CH2:17][NH:16][C:15](=[O:18])[N:14]1[CH3:19])=[O:12].Br[C:21]1[C:22]([C:27]#[N:28])=[N:23][CH:24]=[CH:25][CH:26]=1.C(=O)([O-])[O-].[Cs+].[Cs+].CC1(C)C2C(=C(P(C3C=CC=CC=3)C3C=CC=CC=3)C=CC=2)OC2C(P(C3C=CC=CC=3)C3C=CC=CC=3)=CC=CC1=2, predict the reaction product. The product is: [C:27]([C:22]1[C:21]([N:16]2[CH2:17][CH:13]([C:11]([NH:10][CH2:9][C:3]3[CH:4]=[CH:5][C:6]([Cl:8])=[CH:7][C:2]=3[Cl:1])=[O:12])[N:14]([CH3:19])[C:15]2=[O:18])=[CH:26][CH:25]=[CH:24][N:23]=1)#[N:28]. (5) Given the reactants [NH2:1][CH2:2][C:3]1[O:7][N:6]=[C:5]([C:8]2[CH:13]=[CH:12][CH:11]=[CH:10][CH:9]=2)[CH:4]=1.C(N(C(C)C)CC)(C)C.[CH3:23][O:24][C:25]1[CH:33]=[CH:32][C:28]([C:29](Cl)=[O:30])=[CH:27][CH:26]=1, predict the reaction product. The product is: [C:8]1([C:5]2[CH:4]=[C:3]([CH2:2][NH:1][C:29](=[O:30])[C:28]3[CH:32]=[CH:33][C:25]([O:24][CH3:23])=[CH:26][CH:27]=3)[O:7][N:6]=2)[CH:9]=[CH:10][CH:11]=[CH:12][CH:13]=1. (6) Given the reactants Br[C:2]1[CH:3]=[C:4]([CH3:13])[C:5]([CH3:12])=[C:6]([CH:11]=1)[C:7]([O:9][CH3:10])=[O:8].CC1(C)C(C)(C)OB(/[CH:22]=[CH:23]/[CH2:24][O:25][CH3:26])O1.C([O-])([O-])=O.[Na+].[Na+], predict the reaction product. The product is: [CH3:26][O:25][CH2:24]/[CH:23]=[CH:22]/[C:2]1[CH:3]=[C:4]([CH3:13])[C:5]([CH3:12])=[C:6]([CH:11]=1)[C:7]([O:9][CH3:10])=[O:8]. (7) The product is: [Br:30][C:31]1[CH:38]=[CH:37][CH:36]=[CH:35][C:32]=1[CH2:33][CH:7]1[C:6](=[O:9])[N:5]([CH2:10][C:11]2[CH:16]=[CH:15][C:14]([O:17][CH3:18])=[CH:13][CH:12]=2)[C:4]2[CH:19]=[CH:20][C:21]([Cl:23])=[CH:22][C:3]=2[C:2]([Cl:1])=[CH:24]1. Given the reactants [Cl:1][C:2]1[C:3]2[CH:22]=[C:21]([Cl:23])[CH:20]=[CH:19][C:4]=2[N:5]([CH2:10][C:11]2[CH:16]=[CH:15][C:14]([O:17][CH3:18])=[CH:13][CH:12]=2)[C:6](=[O:9])[CH2:7]N=1.[CH3:24]C(C)([O-])C.[K+].[Br:30][C:31]1[CH:38]=[CH:37][CH:36]=[CH:35][C:32]=1[CH2:33]Br, predict the reaction product.